From a dataset of Peptide-MHC class II binding affinity with 134,281 pairs from IEDB. Regression. Given a peptide amino acid sequence and an MHC pseudo amino acid sequence, predict their binding affinity value. This is MHC class II binding data. (1) The binding affinity (normalized) is 0.599. The MHC is DRB1_1501 with pseudo-sequence DRB1_1501. The peptide sequence is RFKYLLNVSYLCHLV. (2) The peptide sequence is CLFLLPSLATVAYFN. The MHC is DRB1_1501 with pseudo-sequence DRB1_1501. The binding affinity (normalized) is 0.541. (3) The peptide sequence is MTSLALVGAALHPFA. The MHC is HLA-DQA10303-DQB10402 with pseudo-sequence HLA-DQA10303-DQB10402. The binding affinity (normalized) is 0.328. (4) The binding affinity (normalized) is 0.598. The peptide sequence is MASLGPLRETYLMCL. The MHC is DRB1_0101 with pseudo-sequence DRB1_0101. (5) The peptide sequence is KEIYNYMEPYVSKNP. The MHC is HLA-DQA10101-DQB10501 with pseudo-sequence HLA-DQA10101-DQB10501. The binding affinity (normalized) is 0.671. (6) The peptide sequence is AKIVTAETQNSSFII. The MHC is DRB1_0701 with pseudo-sequence DRB1_0701. The binding affinity (normalized) is 0.275. (7) The peptide sequence is YDTFLANVSTVLTGK. The MHC is DRB1_0802 with pseudo-sequence DRB1_0802. The binding affinity (normalized) is 0.773. (8) The peptide sequence is RNMTMSMSMILVGVI. The MHC is DRB1_0301 with pseudo-sequence DRB1_0301. The binding affinity (normalized) is 0.535. (9) The peptide sequence is FNAWLTSILLSLEIV. The MHC is H-2-IAb with pseudo-sequence H-2-IAb. The binding affinity (normalized) is 0. (10) The peptide sequence is GAIWRIDPKKPLKGP. The MHC is HLA-DPA10201-DPB10101 with pseudo-sequence HLA-DPA10201-DPB10101. The binding affinity (normalized) is 0.266.